From a dataset of Forward reaction prediction with 1.9M reactions from USPTO patents (1976-2016). Predict the product of the given reaction. (1) The product is: [NH2:1][C:2]1[N:10]=[C:9]([O:11][CH2:12][CH2:13][CH2:14][CH3:15])[N:8]=[C:7]2[C:3]=1[NH:4][C:5](=[O:20])[N:6]2[CH2:16][CH2:17][CH2:18][NH:21][CH2:22][CH2:23][CH2:24][OH:25]. Given the reactants [NH2:1][C:2]1[N:10]=[C:9]([O:11][CH2:12][CH2:13][CH2:14][CH3:15])[N:8]=[C:7]2[C:3]=1[NH:4][C:5](=[O:20])[N:6]2[CH2:16][CH2:17][CH2:18]Br.[NH2:21][CH2:22][CH2:23][CH2:24][OH:25], predict the reaction product. (2) Given the reactants [F:1][C:2]1[CH:7]=[CH:6][C:5]([C:8]2[CH:9]=[N:10][C:11]([NH2:14])=[N:12][CH:13]=2)=[CH:4][CH:3]=1.Cl[CH:16]([CH2:19][C:20]1[CH:25]=[CH:24][C:23]([O:26][CH3:27])=[CH:22][CH:21]=1)[CH:17]=O, predict the reaction product. The product is: [F:1][C:2]1[CH:3]=[CH:4][C:5]([C:8]2[CH:13]=[N:12][C:11]3[N:10]([C:16]([CH2:19][C:20]4[CH:21]=[CH:22][C:23]([O:26][CH3:27])=[CH:24][CH:25]=4)=[CH:17][N:14]=3)[CH:9]=2)=[CH:6][CH:7]=1.